This data is from Full USPTO retrosynthesis dataset with 1.9M reactions from patents (1976-2016). The task is: Predict the reactants needed to synthesize the given product. (1) Given the product [F:1][C:2]1([F:20])[CH2:5][N:4]([S:6]([NH2:9])(=[O:8])=[O:7])[CH2:3]1, predict the reactants needed to synthesize it. The reactants are: [F:1][C:2]1([F:20])[CH2:5][N:4]([S:6]([NH:9]C(=O)OCC2C=CC=CC=2)(=[O:8])=[O:7])[CH2:3]1.CC1CCC=CC=1. (2) Given the product [C:2]([OH:14])(=[O:13])[CH2:3][C:4]([CH2:9][C:10]([OH:12])=[O:11])([C:6]([O-:8])=[O:7])[OH:5].[Ag+:1], predict the reactants needed to synthesize it. The reactants are: [Ag:1].[C:2]([OH:14])(=[O:13])[CH2:3][C:4]([CH2:9][C:10]([OH:12])=[O:11])([C:6]([OH:8])=[O:7])[OH:5].